Dataset: Forward reaction prediction with 1.9M reactions from USPTO patents (1976-2016). Task: Predict the product of the given reaction. (1) Given the reactants Cl[C:2]([O:4][C:5]1[CH:10]=[CH:9][C:8]([N+:11]([O-:13])=[O:12])=[CH:7][CH:6]=1)=[O:3].[NH2:14][N:15]1[CH2:20][CH2:19][O:18][CH2:17][CH2:16]1.C(N(CC)CC)C, predict the reaction product. The product is: [N+:11]([C:8]1[CH:9]=[CH:10][C:5]([O:4][C:2](=[O:3])[NH:14][N:15]2[CH2:20][CH2:19][O:18][CH2:17][CH2:16]2)=[CH:6][CH:7]=1)([O-:13])=[O:12]. (2) Given the reactants [H-].[Na+].[OH:3][CH2:4][C:5]([CH2:10][OH:11])([CH2:8][OH:9])[CH2:6][OH:7].[CH3:12][C:13]([CH2:29][CH2:30][CH2:31][CH:32]([CH3:39])[CH2:33][CH2:34][CH2:35][CH:36]([CH3:38])[CH3:37])=[CH:14][CH2:15][CH2:16][CH2:17]OS(C1C=CC(C)=CC=1)(=O)=O.O, predict the reaction product. The product is: [CH3:12][C:13]([CH2:29][CH2:30][CH2:31][CH:32]([CH3:39])[CH2:33][CH2:34][CH2:35][CH:36]([CH3:38])[CH3:37])=[CH:14][CH2:15][CH2:16][CH2:17][O:3][CH2:4][C:5]([CH2:10][OH:11])([CH2:8][OH:9])[CH2:6][OH:7]. (3) Given the reactants [Cl:1][C:2]1[C:3]([C:21]2[C:29]3[C:24](=[CH:25][CH:26]=[CH:27][CH:28]=3)[N:23]([CH3:30])[CH:22]=2)=[N:4][C:5]([NH:8][C:9]2[CH:14]=[C:13]([N+:15]([O-:17])=[O:16])[C:12](F)=[CH:11][C:10]=2[O:19][CH3:20])=[N:6][CH:7]=1.[CH3:31][N:32]([CH3:38])[C@@H:33]1[CH2:37][CH2:36][NH:35][CH2:34]1, predict the reaction product. The product is: [Cl:1][C:2]1[C:3]([C:21]2[C:29]3[C:24](=[CH:25][CH:26]=[CH:27][CH:28]=3)[N:23]([CH3:30])[CH:22]=2)=[N:4][C:5]([NH:8][C:9]2[CH:14]=[C:13]([N+:15]([O-:17])=[O:16])[C:12]([N:35]3[CH2:36][CH2:37][C@@H:33]([N:32]([CH3:38])[CH3:31])[CH2:34]3)=[CH:11][C:10]=2[O:19][CH3:20])=[N:6][CH:7]=1. (4) The product is: [C:30]([OH:37])(=[O:36])/[CH:31]=[CH:32]/[C:33]([OH:35])=[O:34].[CH2:1]([N:8]1[CH2:9][CH2:10][C:11]([N:20]([C:24]2[CH:29]=[CH:28][CH:27]=[CH:26][CH:25]=2)[C:21](=[O:23])[CH3:22])([C:14]2[S:15][CH:16]=[C:17]([CH3:19])[N:18]=2)[CH2:12][CH2:13]1)[C:2]1[CH:7]=[CH:6][CH:5]=[CH:4][CH:3]=1. Given the reactants [CH2:1]([N:8]1[CH2:13][CH2:12][C:11]([N:20]([C:24]2[CH:29]=[CH:28][CH:27]=[CH:26][CH:25]=2)[C:21](=[O:23])[CH3:22])([C:14]2[S:15][CH:16]=[C:17]([CH3:19])[N:18]=2)[CH2:10][CH2:9]1)[C:2]1[CH:7]=[CH:6][CH:5]=[CH:4][CH:3]=1.[C:30]([OH:37])(=[O:36])/[CH:31]=[CH:32]/[C:33]([OH:35])=[O:34], predict the reaction product. (5) The product is: [Cl:1][CH2:2][CH:3]1[C:11]2[C:10]3[C:12]([N+:16]([O-:18])=[O:17])=[CH:13][CH:14]=[CH:15][C:9]=3[CH:8]=[CH:7][C:6]=2[NH:5][CH2:4]1. Given the reactants [Cl:1][CH2:2][CH:3]1[C:11]2[C:10]3[C:12]([N+:16]([O-:18])=[O:17])=[CH:13][CH:14]=[CH:15][C:9]=3[CH:8]=[CH:7][C:6]=2[N:5](C(=O)C(F)(F)F)[CH2:4]1.C([O-])([O-])=O.[Cs+].[Cs+].CC(O)=O, predict the reaction product.